From a dataset of Catalyst prediction with 721,799 reactions and 888 catalyst types from USPTO. Predict which catalyst facilitates the given reaction. (1) Reactant: [O:1]1[CH2:6][CH2:5][N:4](NC(N)=O)[CH2:3][CH2:2]1.[CH:11]1[CH:16]=[C:15]([C:17]2[C:27]3[CH:28]=[CH:29][C:30]([NH2:32])=[CH:31][C:26]=3[O:25][C:24]3[C:18]=2[CH:19]=[CH:20][C:21]([CH:23]=3)=[NH2+:22])[C:14]([C:33]([OH:35])=[O:34])=[CH:13][CH:12]=1.[Cl-].FC(F)(F)[C:39]([OH:41])=O.N(OCCC(C)C)=O.[N-:52]=[N+:53]=[N-].[Na+].C([O-])(O)=O.[Na+]. Product: [CH2:5]1[N:4]([C:39]([NH:22][C:21]2[CH:20]=[CH:19][C:18]3[C:17]4([O:35][C:33](=[O:34])[C:14]5[C:15]4=[CH:16][CH:11]=[CH:12][CH:13]=5)[C:27]4[CH:28]=[CH:29][C:30]([N:32]=[N+:52]=[N-:53])=[CH:31][C:26]=4[O:25][C:24]=3[CH:23]=2)=[O:41])[CH2:3][CH2:2][O:1][CH2:6]1. The catalyst class is: 496. (2) Reactant: [NH2:1][CH:2]([C:5]1[N:6]([CH2:19][C:20]2[CH:25]=[CH:24][CH:23]=[CH:22][CH:21]=2)[C:7](=[O:18])[C:8]2[C:13]([C:14]([F:17])([F:16])[F:15])=[N:12][O:11][C:9]=2[N:10]=1)[CH2:3][CH3:4].[C:26]([O:30][C:31](=[O:37])[NH:32][CH2:33][CH2:34][CH:35]=O)([CH3:29])([CH3:28])[CH3:27].[BH-](OC(C)=O)(OC(C)=O)OC(C)=O.[Na+].O. Product: [C:26]([O:30][C:31](=[O:37])[NH:32][CH2:33][CH2:34][CH2:35][NH:1][CH:2]([C:5]1[N:6]([CH2:19][C:20]2[CH:21]=[CH:22][CH:23]=[CH:24][CH:25]=2)[C:7](=[O:18])[C:8]2[C:13]([C:14]([F:16])([F:15])[F:17])=[N:12][O:11][C:9]=2[N:10]=1)[CH2:3][CH3:4])([CH3:29])([CH3:28])[CH3:27]. The catalyst class is: 5. (3) Reactant: [Cl-].[CH3:2][O:3][CH2:4][P+](C1C=CC=CC=1)(C1C=CC=CC=1)C1C=CC=CC=1.CC(C)([O-])C.[K+].[N+:30]([C:33]1[CH:34]=[C:35]([CH:38]=[CH:39][CH:40]=1)[CH:36]=O)([O-:32])=[O:31].[Cl-].[NH4+]. Product: [CH3:2][O:3][CH:4]=[CH:36][C:35]1[CH:38]=[CH:39][CH:40]=[C:33]([N+:30]([O-:32])=[O:31])[CH:34]=1. The catalyst class is: 247.